The task is: Regression. Given a peptide amino acid sequence and an MHC pseudo amino acid sequence, predict their binding affinity value. This is MHC class I binding data.. This data is from Peptide-MHC class I binding affinity with 185,985 pairs from IEDB/IMGT. (1) The peptide sequence is LHDAIMVEL. The MHC is HLA-B39:01 with pseudo-sequence HLA-B39:01. The binding affinity (normalized) is 0.589. (2) The peptide sequence is KTAVQMAVF. The MHC is HLA-A11:01 with pseudo-sequence HLA-A11:01. The binding affinity (normalized) is 0.199. (3) The peptide sequence is QYAEMWAQDAA. The MHC is HLA-B37:01 with pseudo-sequence HLA-B37:01. The binding affinity (normalized) is 0. (4) The peptide sequence is RVCWLHECT. The MHC is HLA-A03:01 with pseudo-sequence HLA-A03:01. The binding affinity (normalized) is 0.